Task: Predict the reactants needed to synthesize the given product.. Dataset: Full USPTO retrosynthesis dataset with 1.9M reactions from patents (1976-2016) (1) Given the product [Cl:1][C:2]1[CH:3]=[C:4]([C@@H:8]([OH:12])[CH2:9][N:10]([CH3:11])[C:21](=[O:22])[O:23][C:24]([CH3:25])([CH3:26])[CH3:27])[CH:5]=[CH:6][CH:7]=1, predict the reactants needed to synthesize it. The reactants are: [Cl:1][C:2]1[CH:3]=[C:4]([C@@H:8]([OH:12])[CH2:9][NH:10][CH3:11])[CH:5]=[CH:6][CH:7]=1.[CH3:25][C:24]([O:23][C:21](O[C:21]([O:23][C:24]([CH3:27])([CH3:26])[CH3:25])=[O:22])=[O:22])([CH3:27])[CH3:26]. (2) Given the product [C:29]([O:21][C:20]([NH:19][C:2]1[CH:7]=[C:6]([CH:8]([CH3:14])[C:9]([O:11][CH2:12][CH3:13])=[O:10])[CH:5]=[CH:4][N:3]=1)=[O:22])([CH3:30])([CH3:33])[CH3:23], predict the reactants needed to synthesize it. The reactants are: Cl[C:2]1[CH:7]=[C:6]([CH:8]([CH3:14])[C:9]([O:11][CH2:12][CH3:13])=[O:10])[CH:5]=[CH:4][N:3]=1.C([NH:19][C:20](=[O:22])[O-:21])(C)(C)C.[C:23](=O)([O-])[O-].[Cs+].[Cs+].[CH2:29]1[CH2:33]OC[CH2:30]1.